From a dataset of Reaction yield outcomes from USPTO patents with 853,638 reactions. Predict the reaction yield, written as a fraction of the theoretical maximum amount of product (1.0 means a 100% yield; for example, 0.34 means a 34% yield). The reactants are [CH3:1][O:2][C:3]1[CH:4]=[C:5]2[C:9](=[CH:10][C:11]=1[OH:12])[NH:8][CH:7]=[C:6]2[C:13]1[N:21]([S:22]([C:25]2[CH:30]=[CH:29][C:28]([CH3:31])=[CH:27][CH:26]=2)(=[O:24])=[O:23])[C:16]2=[N:17][CH:18]=[CH:19][CH:20]=[C:15]2[CH:14]=1.C(=O)([O-])[O-].[K+].[K+].Br[CH2:39][C:40]([O:42][CH3:43])=[O:41].C1CCCCC1.[C:50]([O:53]CC)(=[O:52])[CH3:51]. The catalyst is CN(C)C=O.O. The product is [CH3:1][O:2][C:3]1[CH:4]=[C:5]2[C:9](=[CH:10][C:11]=1[O:12][CH2:51][C:50]([OH:53])=[O:52])[N:8]([CH2:39][C:40]([O:42][CH3:43])=[O:41])[CH:7]=[C:6]2[C:13]1[N:21]([S:22]([C:25]2[CH:30]=[CH:29][C:28]([CH3:31])=[CH:27][CH:26]=2)(=[O:24])=[O:23])[C:16]2=[N:17][CH:18]=[CH:19][CH:20]=[C:15]2[CH:14]=1. The yield is 0.970.